Dataset: Reaction yield outcomes from USPTO patents with 853,638 reactions. Task: Predict the reaction yield, written as a fraction of the theoretical maximum amount of product (1.0 means a 100% yield; for example, 0.34 means a 34% yield). (1) The reactants are [F:1][C:2]1[CH:18]=[CH:17][C:5]([C:6]2[C:15](=[O:16])[C:14]3[C:9](=[CH:10][CH:11]=[CH:12][CH:13]=3)[O:8][CH:7]=2)=[CH:4][CH:3]=1.C([O-])=O.[NH4+]. The catalyst is [Pd].CO. The product is [F:1][C:2]1[CH:3]=[CH:4][C:5]([CH:6]2[C:15](=[O:16])[C:14]3[C:9](=[CH:10][CH:11]=[CH:12][CH:13]=3)[O:8][CH2:7]2)=[CH:17][CH:18]=1. The yield is 0.230. (2) The product is [NH2:1][C:2]([C:4]1[CH:5]=[N:6][C:7]2[C:12]([C:13]=1[NH:14][C:15]1[CH:16]=[C:17]([CH:23]=[CH:24][CH:25]=1)[C:18]([O:20][CH2:21][CH3:22])=[O:19])=[CH:11][CH:10]=[C:9]([C:33]1[C:28]([CH3:27])=[N:29][CH:30]=[CH:31][CH:32]=1)[CH:8]=2)=[O:3]. The yield is 0.400. The reactants are [NH2:1][C:2]([C:4]1[CH:5]=[N:6][C:7]2[C:12]([C:13]=1[NH:14][C:15]1[CH:16]=[C:17]([CH:23]=[CH:24][CH:25]=1)[C:18]([O:20][CH2:21][CH3:22])=[O:19])=[CH:11][CH:10]=[C:9](Cl)[CH:8]=2)=[O:3].[CH3:27][C:28]1[C:33](B(O)O)=[CH:32][CH:31]=[CH:30][N:29]=1.C(=O)([O-])[O-].[K+].[K+]. The catalyst is O1CCOCC1.O.C1C=CC([P]([Pd]([P](C2C=CC=CC=2)(C2C=CC=CC=2)C2C=CC=CC=2)([P](C2C=CC=CC=2)(C2C=CC=CC=2)C2C=CC=CC=2)[P](C2C=CC=CC=2)(C2C=CC=CC=2)C2C=CC=CC=2)(C2C=CC=CC=2)C2C=CC=CC=2)=CC=1. (3) The reactants are O[Li].O.C[O:5][C:6](=[O:21])[C:7]1[CH:12]=[C:11]([C:13]2[CH:18]=[CH:17][C:16]([CH3:19])=[CH:15][N:14]=2)[CH:10]=[C:9]([I:20])[CH:8]=1. The catalyst is O.C1COCC1. The product is [I:20][C:9]1[CH:8]=[C:7]([CH:12]=[C:11]([C:13]2[CH:18]=[CH:17][C:16]([CH3:19])=[CH:15][N:14]=2)[CH:10]=1)[C:6]([OH:21])=[O:5]. The yield is 0.950. (4) The reactants are Cl.[CH3:2][NH:3][O:4][CH3:5].Cl[Al](C)C.[Br:10][C:11]1[CH:16]=[CH:15][C:14]([CH2:17][C:18]([O:20]CC)=O)=[CH:13][CH:12]=1. The catalyst is C(Cl)Cl. The product is [Br:10][C:11]1[CH:12]=[CH:13][C:14]([CH2:17][C:18]([N:3]([O:4][CH3:5])[CH3:2])=[O:20])=[CH:15][CH:16]=1. The yield is 0.800. (5) The reactants are [Br:1][C:2]1[CH:7]=[CH:6][CH:5]=[CH:4][C:3]=1[NH:8][C:9]([NH:11][C:12]1[CH:17]=[CH:16][C:15]([Cl:18])=[C:14]([S:19]([NH:22][CH2:23][CH2:24][CH2:25][S:26][CH3:27])(=[O:21])=[O:20])[C:13]=1[OH:28])=[O:10].I([O-])(=O)(=O)=[O:30].[Na+]. The product is [Br:1][C:2]1[CH:7]=[CH:6][CH:5]=[CH:4][C:3]=1[NH:8][C:9]([NH:11][C:12]1[CH:17]=[CH:16][C:15]([Cl:18])=[C:14]([S:19]([NH:22][CH2:23][CH2:24][CH2:25][S:26]([CH3:27])=[O:30])(=[O:20])=[O:21])[C:13]=1[OH:28])=[O:10]. No catalyst specified. The yield is 0.160. (6) The reactants are [O:1]1[C:3]2([CH2:8][CH2:7][N:6]([C:9]3[CH:14]=[CH:13][C:12]([N:15]4[CH2:19][C@H:18]([CH2:20][NH:21][C:22](=[O:24])[CH3:23])[O:17][C:16]4=[O:25])=[CH:11][CH:10]=3)[CH2:5][CH2:4]2)[CH2:2]1.[O-:26][CH2:27]C.[Na+]. The catalyst is C(O)C. The product is [CH3:27][O:26][CH2:2][C:3]1([OH:1])[CH2:4][CH2:5][N:6]([C:9]2[CH:10]=[CH:11][C:12]([N:15]3[CH2:19][C@H:18]([CH2:20][NH:21][C:22](=[O:24])[CH3:23])[O:17][C:16]3=[O:25])=[CH:13][CH:14]=2)[CH2:7][CH2:8]1. The yield is 0.500. (7) No catalyst specified. The product is [CH3:21][O:22][N:23]([CH3:38])[C:24]1[CH:29]=[C:28]([NH:30][CH2:31][C:32]#[CH:33])[N:27]=[C:26]([NH:34][CH2:35][CH2:36][CH3:37])[N:25]=1. The reactants are ClC1N=C(NCCC)N=C(NCC#C)C=1.Cl.CONC.[CH3:21][O:22][N:23]([CH3:38])[C:24]1[CH:29]=[C:28]([NH:30][CH2:31][CH2:32][CH3:33])[N:27]=[C:26]([NH:34][CH2:35][C:36]#[CH:37])[N:25]=1. The yield is 0.310. (8) The reactants are [CH3:1][N:2]([CH3:32])[C:3]1[N:12]=[C:11]([NH:13][CH2:14][C:15]2[CH:20]=[CH:19][C:18]([NH:21][C:22](=[O:30])[C:23]3[CH:28]=[CH:27][C:26]([F:29])=[CH:25][CH:24]=3)=[CH:17][CH:16]=2)[C:10]2[C:5](=[CH:6][C:7](I)=[CH:8][CH:9]=2)[N:4]=1.[CH:33]([C:35]1[CH:40]=[CH:39][C:38](B(O)O)=[CH:37][CH:36]=1)=[O:34].Cl. No catalyst specified. The product is [CH3:1][N:2]([CH3:32])[C:3]1[N:12]=[C:11]([NH:13][CH2:14][C:15]2[CH:20]=[CH:19][C:18]([NH:21][C:22](=[O:30])[C:23]3[CH:28]=[CH:27][C:26]([F:29])=[CH:25][CH:24]=3)=[CH:17][CH:16]=2)[C:10]2[C:5](=[CH:6][C:7]([C:38]3[CH:39]=[CH:40][C:35]([CH:33]=[O:34])=[CH:36][CH:37]=3)=[CH:8][CH:9]=2)[N:4]=1. The yield is 0.470. (9) The reactants are [F:1][C:2]([F:12])([F:11])[O:3][C:4]1[CH:10]=[CH:9][C:7]([NH2:8])=[CH:6][CH:5]=1.[N:13]1[C:20]([Cl:21])=[N:19][C:17](Cl)=[N:16][C:14]=1[Cl:15].C(=O)([O-])[O-].[K+].[K+].Cl. The catalyst is O1CCCC1.C(OCC)(=O)C. The product is [Cl:15][C:14]1[N:13]=[C:20]([Cl:21])[N:19]=[C:17]([NH:8][C:7]2[CH:9]=[CH:10][C:4]([O:3][C:2]([F:11])([F:12])[F:1])=[CH:5][CH:6]=2)[N:16]=1. The yield is 0.990. (10) The reactants are [O:1]=[C:2]1[NH:7][CH:6]=[N:5][C:4]([CH2:8][CH2:9][CH3:10])=[C:3]1[CH2:11][C:12]1[CH:17]=[CH:16][C:15]([C:18]2[C:19]([C:24]#[N:25])=[CH:20][CH:21]=[CH:22][CH:23]=2)=[CH:14][CH:13]=1.[CH3:26][C:27]1([CH3:39])[CH2:31][C:30]2[CH:32]=[C:33](B(O)O)[CH:34]=[CH:35][C:29]=2[O:28]1.C(N(CC)CC)C.N1C=CC=CC=1. The catalyst is C([O-])(=O)C.[Cu+2].C([O-])(=O)C.C(OCC)(=O)C.C(Cl)Cl. The product is [CH3:26][C:27]1([CH3:39])[CH2:31][C:30]2[CH:32]=[C:33]([N:7]3[C:2](=[O:1])[C:3]([CH2:11][C:12]4[CH:17]=[CH:16][C:15]([C:18]5[C:19]([C:24]#[N:25])=[CH:20][CH:21]=[CH:22][CH:23]=5)=[CH:14][CH:13]=4)=[C:4]([CH2:8][CH2:9][CH3:10])[N:5]=[CH:6]3)[CH:34]=[CH:35][C:29]=2[O:28]1. The yield is 0.540.